Predict the product of the given reaction. From a dataset of Forward reaction prediction with 1.9M reactions from USPTO patents (1976-2016). (1) Given the reactants Cl.[NH:2]1[CH2:6][CH2:5][N:4]=[C:3]1[CH2:7][N:8]1[C:16]2[C:11](=[CH:12][CH:13]=[CH:14][CH:15]=2)[C:10]([S:17]([OH:20])(=O)=[O:18])=[CH:9]1.C(Cl)(=O)C([Cl:24])=O, predict the reaction product. The product is: [NH:2]1[CH2:6][CH2:5][N:4]=[C:3]1[CH2:7][N:8]1[C:16]2[C:11](=[CH:12][CH:13]=[CH:14][CH:15]=2)[C:10]([S:17]([Cl:24])(=[O:20])=[O:18])=[CH:9]1. (2) Given the reactants [Cl:1][C:2]1[C:6]([Cl:7])=[C:5]([CH3:8])[NH:4][C:3]=1[C:9]([NH:11][C@@H:12]1[CH2:17][CH2:16][NH:15][CH2:14][C@@H:13]1[O:18][CH2:19][CH3:20])=[O:10].Br[C:22]1[S:23][C:24]([C:34]([O:36][CH2:37][CH3:38])=[O:35])=[C:25]([C:27]2[CH:32]=[N:31][C:30]([Cl:33])=[CH:29][N:28]=2)[N:26]=1.C(N(CC)C(C)C)(C)C, predict the reaction product. The product is: [Cl:33][C:30]1[N:31]=[CH:32][C:27]([C:25]2[N:26]=[C:22]([N:15]3[CH2:16][CH2:17][C@@H:12]([NH:11][C:9]([C:3]4[NH:4][C:5]([CH3:8])=[C:6]([Cl:7])[C:2]=4[Cl:1])=[O:10])[C@@H:13]([O:18][CH2:19][CH3:20])[CH2:14]3)[S:23][C:24]=2[C:34]([O:36][CH2:37][CH3:38])=[O:35])=[N:28][CH:29]=1. (3) Given the reactants Br[C:2]1[C:10]2[N:9]=[C:8]([N:11]3[CH2:16][CH2:15][N:14]([C:17]4[C:22]([C:23]([F:26])([F:25])[F:24])=[CH:21][CH:20]=[CH:19][N:18]=4)[CH2:13][CH2:12]3)[N:7]([CH2:27][O:28][CH2:29][CH2:30][Si:31]([CH3:34])([CH3:33])[CH3:32])[C:6]=2[CH:5]=[C:4]([C:35]([F:38])([F:37])[F:36])[CH:3]=1.[NH:39]1[CH2:44][CH2:43][CH2:42][CH2:41][CH2:40]1, predict the reaction product. The product is: [N:39]1([C:2]2[C:10]3[N:9]=[C:8]([N:11]4[CH2:16][CH2:15][N:14]([C:17]5[C:22]([C:23]([F:26])([F:25])[F:24])=[CH:21][CH:20]=[CH:19][N:18]=5)[CH2:13][CH2:12]4)[N:7]([CH2:27][O:28][CH2:29][CH2:30][Si:31]([CH3:34])([CH3:33])[CH3:32])[C:6]=3[CH:5]=[C:4]([C:35]([F:38])([F:37])[F:36])[CH:3]=2)[CH2:44][CH2:43][CH2:42][CH2:41][CH2:40]1. (4) Given the reactants Cl[C:2]1[C:11]([C:12]([OH:14])=[O:13])=[CH:10][C:9]2[C:4](=[CH:5][CH:6]=[C:7]([Cl:15])[CH:8]=2)[N:3]=1.[CH2:16]([O:23][C:24]1[CH:35]=[CH:34][C:27]([CH2:28][C@@H:29]([C:31]([OH:33])=[O:32])[NH2:30])=[CH:26][CH:25]=1)[C:17]1[CH:22]=[CH:21][CH:20]=[CH:19][CH:18]=1, predict the reaction product. The product is: [CH2:16]([O:23][C:24]1[CH:35]=[CH:34][C:27]([CH2:28][C@H:29]([NH:30][C:2]2[C:11]([C:12]([OH:14])=[O:13])=[CH:10][C:9]3[C:4](=[CH:5][CH:6]=[C:7]([Cl:15])[CH:8]=3)[N:3]=2)[C:31]([OH:33])=[O:32])=[CH:26][CH:25]=1)[C:17]1[CH:22]=[CH:21][CH:20]=[CH:19][CH:18]=1. (5) The product is: [NH2:64][C@@H:65]([CH2:66][CH:67]([CH3:69])[CH3:68])[C:70]([O:1][C@@H:2]1[C:10]2[C:5](=[CH:6][CH:7]=[CH:8][CH:9]=2)[CH2:4][C@@:3]1([CH2:20][C:21]1[CH:31]=[CH:30][C:24]([C:25]([O:27][CH2:28][CH3:29])=[O:26])=[CH:23][CH:22]=1)[C:11]1[CH2:12][C:13]2[C:18]([CH:19]=1)=[CH:17][CH:16]=[CH:15][CH:14]=2)=[O:71]. Given the reactants [OH:1][C@@H:2]1[C:10]2[C:5](=[CH:6][CH:7]=[CH:8][CH:9]=2)[CH2:4][C@@:3]1([CH2:20][C:21]1[CH:31]=[CH:30][C:24]([C:25]([O:27][CH2:28][CH3:29])=[O:26])=[CH:23][CH:22]=1)[C:11]1[CH2:12][C:13]2[C:18]([CH:19]=1)=[CH:17][CH:16]=[CH:15][CH:14]=2.C1CCC(N=C=NC2CCCCC2)CC1.C([NH:64][C@H:65]([C:70](O)=[O:71])[CH2:66][CH:67]([CH3:69])[CH3:68])(OCC1C2C(=CC=CC=2)C2C1=CC=CC=2)=O, predict the reaction product. (6) Given the reactants Br[C:2]1[CH:7]=[C:6]([N+:8]([O-:10])=[O:9])[CH:5]=[C:4]([C:11]([C:14]2[CH:19]=[C:18]([O:20][C:21]([F:24])([F:23])[F:22])[CH:17]=[C:16]([O:25][CH3:26])[CH:15]=2)([CH3:13])[CH3:12])[CH:3]=1.[Na+].[I-:28].CN[C@@H]1CCCC[C@H]1NC.C([O-])(O)=O.[Na+], predict the reaction product. The product is: [I:28][C:2]1[CH:7]=[C:6]([N+:8]([O-:10])=[O:9])[CH:5]=[C:4]([C:11]([C:14]2[CH:19]=[C:18]([O:20][C:21]([F:24])([F:23])[F:22])[CH:17]=[C:16]([O:25][CH3:26])[CH:15]=2)([CH3:13])[CH3:12])[CH:3]=1. (7) Given the reactants Cl.[CH3:2][O:3][C:4]1[CH:5]=[C:6]2[C:11](=[C:12]([N:14]3[CH2:19][CH2:18][N:17]([CH3:20])[CH2:16][CH2:15]3)[CH:13]=1)[O:10][CH:9]([C:21]([OH:23])=O)[CH2:8][CH2:7]2.[NH2:24][C:25]1[CH:30]=[CH:29][C:28]([N:31]2[CH2:36][CH2:35][N:34]([C:37](=[O:39])[CH3:38])[CH2:33][CH2:32]2)=[CH:27][CH:26]=1, predict the reaction product. The product is: [C:37]([N:34]1[CH2:33][CH2:32][N:31]([C:28]2[CH:29]=[CH:30][C:25]([NH:24][C:21]([CH:9]3[CH2:8][CH2:7][C:6]4[C:11](=[C:12]([N:14]5[CH2:19][CH2:18][N:17]([CH3:20])[CH2:16][CH2:15]5)[CH:13]=[C:4]([O:3][CH3:2])[CH:5]=4)[O:10]3)=[O:23])=[CH:26][CH:27]=2)[CH2:36][CH2:35]1)(=[O:39])[CH3:38].